From a dataset of NCI-60 drug combinations with 297,098 pairs across 59 cell lines. Regression. Given two drug SMILES strings and cell line genomic features, predict the synergy score measuring deviation from expected non-interaction effect. Drug 1: CCC1=CC2CC(C3=C(CN(C2)C1)C4=CC=CC=C4N3)(C5=C(C=C6C(=C5)C78CCN9C7C(C=CC9)(C(C(C8N6C)(C(=O)OC)O)OC(=O)C)CC)OC)C(=O)OC.C(C(C(=O)O)O)(C(=O)O)O. Drug 2: CCN(CC)CCNC(=O)C1=C(NC(=C1C)C=C2C3=C(C=CC(=C3)F)NC2=O)C. Cell line: OVCAR-8. Synergy scores: CSS=17.6, Synergy_ZIP=0.748, Synergy_Bliss=0.675, Synergy_Loewe=-18.1, Synergy_HSA=-1.25.